Dataset: NCI-60 drug combinations with 297,098 pairs across 59 cell lines. Task: Regression. Given two drug SMILES strings and cell line genomic features, predict the synergy score measuring deviation from expected non-interaction effect. (1) Drug 1: COC1=C(C=C2C(=C1)N=CN=C2NC3=CC(=C(C=C3)F)Cl)OCCCN4CCOCC4. Drug 2: CC1C(C(CC(O1)OC2CC(CC3=C2C(=C4C(=C3O)C(=O)C5=C(C4=O)C(=CC=C5)OC)O)(C(=O)C)O)N)O.Cl. Cell line: SN12C. Synergy scores: CSS=51.0, Synergy_ZIP=3.66, Synergy_Bliss=8.87, Synergy_Loewe=11.5, Synergy_HSA=11.9. (2) Drug 1: CC(C1=C(C=CC(=C1Cl)F)Cl)OC2=C(N=CC(=C2)C3=CN(N=C3)C4CCNCC4)N. Drug 2: CC12CCC3C(C1CCC2OP(=O)(O)O)CCC4=C3C=CC(=C4)OC(=O)N(CCCl)CCCl.[Na+]. Cell line: HOP-62. Synergy scores: CSS=-5.10, Synergy_ZIP=0.866, Synergy_Bliss=-1.79, Synergy_Loewe=-5.81, Synergy_HSA=-4.53. (3) Drug 1: CCC1(CC2CC(C3=C(CCN(C2)C1)C4=CC=CC=C4N3)(C5=C(C=C6C(=C5)C78CCN9C7C(C=CC9)(C(C(C8N6C=O)(C(=O)OC)O)OC(=O)C)CC)OC)C(=O)OC)O.OS(=O)(=O)O. Drug 2: C(=O)(N)NO. Cell line: ACHN. Synergy scores: CSS=0.917, Synergy_ZIP=1.41, Synergy_Bliss=0.713, Synergy_Loewe=-4.25, Synergy_HSA=-2.00. (4) Drug 1: CN(CC1=CN=C2C(=N1)C(=NC(=N2)N)N)C3=CC=C(C=C3)C(=O)NC(CCC(=O)O)C(=O)O. Drug 2: COCCOC1=C(C=C2C(=C1)C(=NC=N2)NC3=CC=CC(=C3)C#C)OCCOC.Cl. Cell line: HL-60(TB). Synergy scores: CSS=61.1, Synergy_ZIP=6.36, Synergy_Bliss=5.02, Synergy_Loewe=-29.0, Synergy_HSA=6.44. (5) Drug 1: CS(=O)(=O)C1=CC(=C(C=C1)C(=O)NC2=CC(=C(C=C2)Cl)C3=CC=CC=N3)Cl. Drug 2: C1C(C(OC1N2C=NC3=C2NC=NCC3O)CO)O. Cell line: TK-10. Synergy scores: CSS=5.89, Synergy_ZIP=-1.79, Synergy_Bliss=3.66, Synergy_Loewe=3.69, Synergy_HSA=3.69. (6) Drug 1: CC1C(C(CC(O1)OC2CC(OC(C2O)C)OC3=CC4=CC5=C(C(=O)C(C(C5)C(C(=O)C(C(C)O)O)OC)OC6CC(C(C(O6)C)O)OC7CC(C(C(O7)C)O)OC8CC(C(C(O8)C)O)(C)O)C(=C4C(=C3C)O)O)O)O. Drug 2: CC(C)NC(=O)C1=CC=C(C=C1)CNNC.Cl. Cell line: A549. Synergy scores: CSS=57.4, Synergy_ZIP=0.902, Synergy_Bliss=1.60, Synergy_Loewe=-40.8, Synergy_HSA=0.137. (7) Drug 1: CS(=O)(=O)C1=CC(=C(C=C1)C(=O)NC2=CC(=C(C=C2)Cl)C3=CC=CC=N3)Cl. Drug 2: C(CC(=O)O)C(=O)CN.Cl. Cell line: SNB-75. Synergy scores: CSS=5.43, Synergy_ZIP=-1.45, Synergy_Bliss=0.936, Synergy_Loewe=-1.05, Synergy_HSA=-1.12.